Predict the reaction yield, written as a fraction of the theoretical maximum amount of product (1.0 means a 100% yield; for example, 0.34 means a 34% yield). From a dataset of Reaction yield outcomes from USPTO patents with 853,638 reactions. The reactants are [CH2:1]([C:3]1[C:8](=[O:9])[NH:7][C:6]([CH3:10])=[C:5]([C:11]2[S:15][C:14]([S:16]([Cl:19])(=[O:18])=[O:17])=[CH:13][CH:12]=2)[CH:4]=1)[CH3:2].[F:20][C:21]1([F:30])[CH2:25][CH2:24][N:23]([CH2:26][CH2:27][CH2:28][NH2:29])[CH2:22]1. No catalyst specified. The product is [ClH:19].[F:30][C:21]1([F:20])[CH2:25][CH2:24][N:23]([CH2:26][CH2:27][CH2:28][NH:29][S:16]([C:14]2[S:15][C:11]([C:5]3[CH:4]=[C:3]([CH2:1][CH3:2])[C:8](=[O:9])[NH:7][C:6]=3[CH3:10])=[CH:12][CH:13]=2)(=[O:18])=[O:17])[CH2:22]1. The yield is 0.390.